From a dataset of Forward reaction prediction with 1.9M reactions from USPTO patents (1976-2016). Predict the product of the given reaction. (1) Given the reactants FC(F)(F)C(O)=O.[CH3:8][S:9]([C:12]1[CH:33]=[CH:32][C:15]([O:16][C:17]2[N:22]=[CH:21][N:20]=[C:19]3[N:23]([CH:26]4[CH2:31][CH2:30][NH:29][CH2:28][CH2:27]4)[N:24]=[CH:25][C:18]=23)=[CH:14][CH:13]=1)(=[O:11])=[O:10].[CH:34]1([CH2:40][C:41](Cl)=[O:42])[CH2:39][CH2:38][CH2:37][CH2:36][CH2:35]1, predict the reaction product. The product is: [CH:34]1([CH2:40][C:41]([N:29]2[CH2:28][CH2:27][CH:26]([N:23]3[C:19]4=[N:20][CH:21]=[N:22][C:17]([O:16][C:15]5[CH:14]=[CH:13][C:12]([S:9]([CH3:8])(=[O:11])=[O:10])=[CH:33][CH:32]=5)=[C:18]4[CH:25]=[N:24]3)[CH2:31][CH2:30]2)=[O:42])[CH2:39][CH2:38][CH2:37][CH2:36][CH2:35]1. (2) Given the reactants Br[C:2]1[C:3]([C:8]([OH:10])=O)=[N:4][N:5]([CH3:7])[CH:6]=1.[NH4+].[Cl-].C[N:14](C(ON1N=NC2C=CC=CC1=2)=[N+](C)C)C.[B-](F)(F)(F)F.CCN(C(C)C)C(C)C.CN(C=O)C.[Cl:49][C:50]1[C:55]([F:56])=[CH:54][CH:53]=[C:52]([O:57][CH3:58])[C:51]=1[C@H:59]([C:61]1[C:69]2[C:64](=[N:65][CH:66]=[C:67](B3OC(C)(C)C(C)(C)O3)[CH:68]=2)[NH:63][CH:62]=1)[CH3:60].C([O-])([O-])=O.[K+].[K+].O, predict the reaction product. The product is: [Cl:49][C:50]1[C:55]([F:56])=[CH:54][CH:53]=[C:52]([O:57][CH3:58])[C:51]=1[C@H:59]([C:61]1[C:69]2[C:64](=[N:65][CH:66]=[C:67]([C:2]3[C:3]([C:8]([NH2:14])=[O:10])=[N:4][N:5]([CH3:7])[CH:6]=3)[CH:68]=2)[NH:63][CH:62]=1)[CH3:60]. (3) The product is: [CH:3]1([C:9]2[CH:10]=[N:11][O:12][C:13]=2[C:14]2[CH:15]=[CH:16][C:17]([C:20]([OH:22])([CH3:1])[CH3:21])=[CH:18][CH:19]=2)[CH2:4][CH2:5][CH2:6][CH2:7][CH2:8]1. Given the reactants [CH3:1][Li].[CH:3]1([C:9]2[CH:10]=[N:11][O:12][C:13]=2[C:14]2[CH:19]=[CH:18][C:17]([C:20](=[O:22])[CH3:21])=[CH:16][CH:15]=2)[CH2:8][CH2:7][CH2:6][CH2:5][CH2:4]1, predict the reaction product. (4) Given the reactants [C@@H:1]12[CH2:6][C@@H:5]1[CH2:4][NH:3][C@@H:2]2[CH2:7][NH:8][C:9]([C:11]1[CH:12]=[CH:13][CH:14]=[C:15]2[O:19][CH:18]=[CH:17][C:16]=12)=[O:10].[C:20]1([C:26]2[C:27]([C:31](O)=[O:32])=[N:28][NH:29][N:30]=2)[CH:25]=[CH:24][CH:23]=[CH:22][CH:21]=1, predict the reaction product. The product is: [C:20]1([C:26]2[C:27]([C:31]([N:3]3[CH2:4][C@@H:5]4[C@@H:1]([CH2:6]4)[C@H:2]3[CH2:7][NH:8][C:9]([C:11]3[CH:12]=[CH:13][CH:14]=[C:15]4[O:19][CH:18]=[CH:17][C:16]=34)=[O:10])=[O:32])=[N:28][NH:29][N:30]=2)[CH:21]=[CH:22][CH:23]=[CH:24][CH:25]=1.